Dataset: Forward reaction prediction with 1.9M reactions from USPTO patents (1976-2016). Task: Predict the product of the given reaction. (1) Given the reactants [C:1]([C:3]1[S:7][C:6]([NH:8][C:9]2[N:14]=[C:13]([N:15]3[CH2:19][CH2:18][CH2:17][CH:16]3[C:20]3[CH:25]=[CH:24][C:23]([CH3:26])=[CH:22][CH:21]=3)[N:12]=[C:11]([C:27]([O:29]C)=[O:28])[CH:10]=2)=[N:5][CH:4]=1)#[N:2].[OH-].[Na+], predict the reaction product. The product is: [C:1]([C:3]1[S:7][C:6]([NH:8][C:9]2[N:14]=[C:13]([N:15]3[CH2:19][CH2:18][CH2:17][CH:16]3[C:20]3[CH:25]=[CH:24][C:23]([CH3:26])=[CH:22][CH:21]=3)[N:12]=[C:11]([C:27]([OH:29])=[O:28])[CH:10]=2)=[N:5][CH:4]=1)#[N:2]. (2) Given the reactants CC1S[C:5]([N:7]2[C:12](=[O:13])[CH:11]=[CH:10][C:9]([C:14]([OH:16])=O)=[CH:8]2)=NC=1.S(Cl)([Cl:19])=O.[C:21]1(C)C=[CH:25][CH:24]=[CH:23][CH:22]=1, predict the reaction product. The product is: [O:13]=[C:12]1[N:7]([C:5]2[CH:25]=[CH:24][CH:23]=[CH:22][CH:21]=2)[CH:8]=[C:9]([C:14]([Cl:19])=[O:16])[CH:10]=[CH:11]1.